Dataset: Catalyst prediction with 721,799 reactions and 888 catalyst types from USPTO. Task: Predict which catalyst facilitates the given reaction. The catalyst class is: 562. Product: [CH3:1][O:2][C:3]1[CH:4]=[C:5]([CH:10]=[CH:11][C:12]=1[N:13]1[CH:17]=[C:16]([CH3:18])[N:15]=[CH:14]1)[C:6]([OH:8])=[O:7]. Reactant: [CH3:1][O:2][C:3]1[CH:4]=[C:5]([CH:10]=[CH:11][C:12]=1[N:13]1[CH:17]=[C:16]([CH3:18])[N:15]=[CH:14]1)[C:6]([O:8]C)=[O:7].Cl.O.